Predict the reactants needed to synthesize the given product. From a dataset of Full USPTO retrosynthesis dataset with 1.9M reactions from patents (1976-2016). Given the product [Br:12][CH2:11][C:3]1[CH:4]=[C:5]([N+:8]([O-:10])=[O:9])[CH:6]=[CH:7][C:2]=1[Cl:1], predict the reactants needed to synthesize it. The reactants are: [Cl:1][C:2]1[CH:7]=[CH:6][C:5]([N+:8]([O-:10])=[O:9])=[CH:4][C:3]=1[CH3:11].[Br:12]N1C(=O)CCC1=O.C(OOC(=O)C1C=CC=CC=1)(=O)C1C=CC=CC=1.